From a dataset of Peptide-MHC class II binding affinity with 134,281 pairs from IEDB. Regression. Given a peptide amino acid sequence and an MHC pseudo amino acid sequence, predict their binding affinity value. This is MHC class II binding data. (1) The peptide sequence is ATPPPPPPPQLGASP. The MHC is DRB1_0701 with pseudo-sequence DRB1_0701. The binding affinity (normalized) is 0.0318. (2) The peptide sequence is FKKWCGMLSTKSIDL. The MHC is DRB1_1302 with pseudo-sequence DRB1_1302. The binding affinity (normalized) is 0.177. (3) The peptide sequence is ADLDSGAVIAARDPH. The MHC is HLA-DQA10102-DQB10602 with pseudo-sequence HLA-DQA10102-DQB10602. The binding affinity (normalized) is 0.343. (4) The peptide sequence is YLGPLSCKSCWQKFD. The MHC is DRB1_0101 with pseudo-sequence DRB1_0101. The binding affinity (normalized) is 0. (5) The peptide sequence is LGASPYKLGPSPKAR. The MHC is DRB1_1001 with pseudo-sequence DRB1_1001. The binding affinity (normalized) is 0.439.